From a dataset of Full USPTO retrosynthesis dataset with 1.9M reactions from patents (1976-2016). Predict the reactants needed to synthesize the given product. (1) The reactants are: [I-].[Br:2][C:3]1[CH:4]=[CH:5][C:6]([Cl:18])=[C:7]([C:9](=O)[CH2:10][N+]2C=CC=CC=2)[CH:8]=1.CC([O-])=O.[NH4+:23].CC(O)=O.O=[CH:29][C:30](=[CH2:32])[CH3:31]. Given the product [Br:2][C:3]1[CH:4]=[CH:5][C:6]([Cl:18])=[C:7]([C:9]2[CH:10]=[CH:32][C:30]([CH3:31])=[CH:29][N:23]=2)[CH:8]=1, predict the reactants needed to synthesize it. (2) Given the product [Br:1][C:2]1[CH:7]=[CH:6][C:5]([C:16]2([OH:15])[CH2:17][CH:18]([C:20]([O:22][C:23]([CH3:25])([CH3:24])[CH3:26])=[O:21])[CH2:19]2)=[CH:4][C:3]=1[F:9], predict the reactants needed to synthesize it. The reactants are: [Br:1][C:2]1[CH:7]=[CH:6][C:5](I)=[CH:4][C:3]=1[F:9].C([Mg]Cl)(C)C.[O:15]=[C:16]1[CH2:19][CH:18]([C:20]([O:22][C:23]([CH3:26])([CH3:25])[CH3:24])=[O:21])[CH2:17]1. (3) Given the product [Br:17][CH2:18][CH2:19][CH2:20][CH2:21][CH2:22][C:23]([CH3:35])([C:29]1[CH:30]=[CH:31][CH:32]=[CH:33][CH:34]=1)[CH2:24][OH:25], predict the reactants needed to synthesize it. The reactants are: BrCCCCC(C)(C1C=CC(C)=CC=1)CO.[Br:17][CH2:18][CH2:19][CH2:20][CH2:21][CH2:22][C:23]([CH3:35])([C:29]1[CH:34]=[CH:33][CH:32]=[CH:31][CH:30]=1)[C:24](OCC)=[O:25].[Li+].[BH4-].CO.